Dataset: CYP1A2 inhibition data for predicting drug metabolism from PubChem BioAssay. Task: Regression/Classification. Given a drug SMILES string, predict its absorption, distribution, metabolism, or excretion properties. Task type varies by dataset: regression for continuous measurements (e.g., permeability, clearance, half-life) or binary classification for categorical outcomes (e.g., BBB penetration, CYP inhibition). Dataset: cyp1a2_veith. The compound is O=C1c2ccccc2C(=O)c2c(Nc3cc4c5c(ccc6c7ccc8c9c(cc(Nc%10cccc%11c%10C(=O)c%10ccccc%10C%11=O)c(c3c56)c97)-c3ccccc3C8=O)C(=O)c3ccccc3-4)cccc21. The result is 1 (inhibitor).